This data is from NCI-60 drug combinations with 297,098 pairs across 59 cell lines. The task is: Regression. Given two drug SMILES strings and cell line genomic features, predict the synergy score measuring deviation from expected non-interaction effect. (1) Drug 1: C1CCC(CC1)NC(=O)N(CCCl)N=O. Drug 2: CN(CCCl)CCCl.Cl. Cell line: CAKI-1. Synergy scores: CSS=39.3, Synergy_ZIP=-10.4, Synergy_Bliss=-6.13, Synergy_Loewe=-4.26, Synergy_HSA=-0.955. (2) Drug 1: C1=CC(=CC=C1CC(C(=O)O)N)N(CCCl)CCCl.Cl. Drug 2: CC12CCC3C(C1CCC2OP(=O)(O)O)CCC4=C3C=CC(=C4)OC(=O)N(CCCl)CCCl.[Na+]. Cell line: OVCAR-4. Synergy scores: CSS=-3.43, Synergy_ZIP=1.00, Synergy_Bliss=-2.18, Synergy_Loewe=-6.32, Synergy_HSA=-5.98. (3) Drug 1: COC1=C(C=C2C(=C1)N=CN=C2NC3=CC(=C(C=C3)F)Cl)OCCCN4CCOCC4. Drug 2: CCCS(=O)(=O)NC1=C(C(=C(C=C1)F)C(=O)C2=CNC3=C2C=C(C=N3)C4=CC=C(C=C4)Cl)F. Cell line: CAKI-1. Synergy scores: CSS=48.9, Synergy_ZIP=-0.225, Synergy_Bliss=1.09, Synergy_Loewe=-5.67, Synergy_HSA=3.51. (4) Drug 1: C1C(C(OC1N2C=NC3=C(N=C(N=C32)Cl)N)CO)O. Drug 2: CC1C(C(CC(O1)OC2CC(CC3=C2C(=C4C(=C3O)C(=O)C5=C(C4=O)C(=CC=C5)OC)O)(C(=O)CO)O)N)O.Cl. Cell line: MCF7. Synergy scores: CSS=27.7, Synergy_ZIP=-0.893, Synergy_Bliss=1.53, Synergy_Loewe=-7.77, Synergy_HSA=1.69. (5) Drug 1: C1=CC(=CC=C1C#N)C(C2=CC=C(C=C2)C#N)N3C=NC=N3. Drug 2: CCN(CC)CCCC(C)NC1=C2C=C(C=CC2=NC3=C1C=CC(=C3)Cl)OC. Cell line: EKVX. Synergy scores: CSS=18.8, Synergy_ZIP=-4.91, Synergy_Bliss=-1.96, Synergy_Loewe=-1.33, Synergy_HSA=-1.48. (6) Drug 1: CN1C2=C(C=C(C=C2)N(CCCl)CCCl)N=C1CCCC(=O)O.Cl. Drug 2: C1CN(CCN1C(=O)CCBr)C(=O)CCBr. Cell line: CAKI-1. Synergy scores: CSS=14.7, Synergy_ZIP=4.87, Synergy_Bliss=7.07, Synergy_Loewe=-7.94, Synergy_HSA=-1.68. (7) Drug 1: C1=CN(C(=O)N=C1N)C2C(C(C(O2)CO)O)O.Cl. Drug 2: C1=NC2=C(N1)C(=S)N=CN2. Cell line: NCI-H322M. Synergy scores: CSS=38.0, Synergy_ZIP=-10.5, Synergy_Bliss=-4.31, Synergy_Loewe=-9.50, Synergy_HSA=-1.31.